Dataset: Catalyst prediction with 721,799 reactions and 888 catalyst types from USPTO. Task: Predict which catalyst facilitates the given reaction. (1) Reactant: [CH3:1][N:2]([CH2:4][C:5]1[C:13]2[C:8](=[CH:9][CH:10]=[CH:11][CH:12]=2)[NH:7][N:6]=1)[CH3:3].[CH3:14][I:15]. Product: [I-:15].[NH:7]1[C:8]2[C:13](=[CH:12][CH:11]=[CH:10][CH:9]=2)[C:5]([CH2:4][N+:2]([CH3:14])([CH3:1])[CH3:3])=[N:6]1. The catalyst class is: 13. (2) Reactant: C[Al](C)C.[CH3:5][N:6]1[CH2:12][CH2:11][C:10]2[CH:13]=[C:14]([NH2:17])[CH:15]=[CH:16][C:9]=2[CH2:8][CH2:7]1.C([O:20][C:21]([C:23]([NH:29][C:30]([C:32]1[S:33][C:34]([Cl:37])=[CH:35][CH:36]=1)=[O:31])([CH3:28])[CH2:24][CH2:25][O:26][CH3:27])=O)C. Product: [CH3:27][O:26][CH2:25][CH2:24][C:23]([NH:29][C:30]([C:32]1[S:33][C:34]([Cl:37])=[CH:35][CH:36]=1)=[O:31])([CH3:28])[C:21](=[O:20])[NH:17][C:14]1[CH:15]=[CH:16][C:9]2[CH2:8][CH2:7][N:6]([CH3:5])[CH2:12][CH2:11][C:10]=2[CH:13]=1. The catalyst class is: 451. (3) Reactant: CO.[CH3:3][C:4]1[CH:5]=[C:6]([CH2:13][C:14]#[N:15])[CH:7]=[CH:8][C:9]=1[N+:10]([O-:12])=[O:11].Cl.[NH2:17][OH:18]. Product: [CH3:3][C:4]1[CH:5]=[C:6]([CH2:13][C:14](=[N:17][OH:18])[NH2:15])[CH:7]=[CH:8][C:9]=1[N+:10]([O-:12])=[O:11]. The catalyst class is: 66. (4) Reactant: C(Cl)CCl.Cl.[O:6]=[C:7]1[NH:16][C:15]2[N:14]=[CH:13][C:12](/[CH:17]=[CH:18]/[C:19]([OH:21])=O)=[CH:11][C:10]=2[CH2:9][CH2:8]1.[OH:22][CH2:23][CH2:24][N:25]1[C:33]2[C:28](=[CH:29][CH:30]=[CH:31][CH:32]=2)[C:27]([CH2:34][NH:35][CH3:36])=[CH:26]1.C1C=CC2N(O)N=NC=2C=1.O.C(N(C(C)C)CC)(C)C. Product: [OH:22][CH2:23][CH2:24][N:25]1[C:33]2[C:28](=[CH:29][CH:30]=[CH:31][CH:32]=2)[C:27]([CH2:34][N:35]([CH3:36])[C:19](=[O:21])/[CH:18]=[CH:17]/[C:12]2[CH:13]=[N:14][C:15]3[NH:16][C:7](=[O:6])[CH2:8][CH2:9][C:10]=3[CH:11]=2)=[CH:26]1. The catalyst class is: 3. (5) Reactant: [CH2:1]([O:8][C:9]([NH:11][C@@H:12]([CH2:17][C:18]1[CH:23]=[CH:22][C:21](Br)=[C:20]([CH3:25])[CH:19]=1)[C:13]([O:15][CH3:16])=[O:14])=[O:10])[C:2]1[CH:7]=[CH:6][CH:5]=[CH:4][CH:3]=1.C(N(CC)CC)C.[CH3:33][C:34]1([CH3:41])[C:38]([CH3:40])([CH3:39])[O:37][BH:36][O:35]1. Product: [CH2:1]([O:8][C:9]([NH:11][C@@H:12]([CH2:17][C:18]1[CH:23]=[CH:22][C:21]([B:36]2[O:37][C:38]([CH3:40])([CH3:39])[C:34]([CH3:41])([CH3:33])[O:35]2)=[C:20]([CH3:25])[CH:19]=1)[C:13]([O:15][CH3:16])=[O:14])=[O:10])[C:2]1[CH:7]=[CH:6][CH:5]=[CH:4][CH:3]=1. The catalyst class is: 584. (6) Reactant: [C:1]([O:5][C:6]([N:8]1[CH2:13][CH2:12][CH:11]([O:14][C:15]2[CH:20]=[CH:19][C:18]([N+:21]([O-])=O)=[C:17]([CH3:24])[CH:16]=2)[CH2:10][CH2:9]1)=[O:7])([CH3:4])([CH3:3])[CH3:2]. Product: [C:1]([O:5][C:6]([N:8]1[CH2:13][CH2:12][CH:11]([O:14][C:15]2[CH:20]=[CH:19][C:18]([NH2:21])=[C:17]([CH3:24])[CH:16]=2)[CH2:10][CH2:9]1)=[O:7])([CH3:4])([CH3:3])[CH3:2]. The catalyst class is: 19. (7) Reactant: CS(O)(=O)=O.CS(O)(=O)=O.[NH2:11][C:12]1[C:19](=[O:20])[N:15]2[CH2:16][CH2:17][CH2:18][N:14]2[C:13]=1[NH2:21].[CH3:22][C:23]1[CH:32]=[CH:31][C:30]2[C:25](=[CH:26][CH:27]=[CH:28][CH:29]=2)[C:24]=1[OH:33].N.OO. Product: [NH2:21][C:13]1[N:14]2[CH2:18][CH2:17][CH2:16][N:15]2[C:19](=[O:20])[C:12]=1/[N:11]=[C:31]1\[CH:32]=[C:23]([CH3:22])[C:24](=[O:33])[C:25]2[C:30]\1=[CH:29][CH:28]=[CH:27][CH:26]=2. The catalyst class is: 97. (8) Reactant: [CH3:1][O:2][C:3]([C:5]1([C:12]#[N:13])[C:7]2([CH2:11][CH2:10][CH2:9][CH2:8]2)[CH2:6]1)=[O:4].[BH4-].[Na+].[H][H]. Product: [CH3:1][O:2][C:3]([C:5]1([CH2:12][NH2:13])[C:7]2([CH2:8][CH2:9][CH2:10][CH2:11]2)[CH2:6]1)=[O:4]. The catalyst class is: 5.